Dataset: Reaction yield outcomes from USPTO patents with 853,638 reactions. Task: Predict the reaction yield, written as a fraction of the theoretical maximum amount of product (1.0 means a 100% yield; for example, 0.34 means a 34% yield). (1) The reactants are [CH2:1]([O:4][CH2:5][CH2:6][C:7]1[CH:21]=[CH:20][C:10]([CH2:11][C:12]2[CH:17]=[C:16](Br)[CH:15]=[CH:14][C:13]=2[Cl:19])=[CH:9][CH:8]=1)[CH:2]=[CH2:3].[CH2:22]([O:29][C@@H:30]1[C@@H:35]([O:36][CH2:37][C:38]2[CH:43]=[CH:42][CH:41]=[CH:40][CH:39]=2)[C@H:34]([O:44][CH2:45][C:46]2[CH:51]=[CH:50][CH:49]=[CH:48][CH:47]=2)[C@@H:33]([CH2:52][O:53][CH2:54][C:55]2[CH:60]=[CH:59][CH:58]=[CH:57][CH:56]=2)[O:32][C:31]1=[O:61])[C:23]1[CH:28]=[CH:27][CH:26]=[CH:25][CH:24]=1.[CH2:62]([Li])CCC.CS(O)(=O)=O.C(=O)(O)[O-].[Na+]. The catalyst is C1COCC1.CCCCCC.CO.O. The product is [CH2:1]([O:4][CH2:5][CH2:6][C:7]1[CH:21]=[CH:20][C:10]([CH2:11][C:12]2[CH:17]=[C:16]([C@@:31]3([O:61][CH3:62])[C@H:30]([O:29][CH2:22][C:23]4[CH:28]=[CH:27][CH:26]=[CH:25][CH:24]=4)[C@@H:35]([O:36][CH2:37][C:38]4[CH:43]=[CH:42][CH:41]=[CH:40][CH:39]=4)[C@H:34]([O:44][CH2:45][C:46]4[CH:47]=[CH:48][CH:49]=[CH:50][CH:51]=4)[C@@H:33]([CH2:52][O:53][CH2:54][C:55]4[CH:56]=[CH:57][CH:58]=[CH:59][CH:60]=4)[O:32]3)[CH:15]=[CH:14][C:13]=2[Cl:19])=[CH:9][CH:8]=1)[CH:2]=[CH2:3]. The yield is 0.280. (2) The reactants are [CH:1]1([NH:4][C:5]([C:7]2[C:15]3[C:10](=[N:11][C:12]([NH2:16])=[CH:13][CH:14]=3)[N:9]([C:17]([CH3:20])([CH3:19])[CH3:18])[N:8]=2)=[O:6])[CH2:3][CH2:2]1.[C:21]1([CH3:30])[CH:26]=[CH:25][C:24]([C:27](Cl)=[O:28])=[CH:23][CH:22]=1. The catalyst is N1C=CC=CC=1. The product is [CH:1]1([NH:4][C:5]([C:7]2[C:15]3[C:10](=[N:11][C:12]([NH:16][C:27](=[O:28])[C:24]4[CH:25]=[CH:26][C:21]([CH3:30])=[CH:22][CH:23]=4)=[CH:13][CH:14]=3)[N:9]([C:17]([CH3:20])([CH3:19])[CH3:18])[N:8]=2)=[O:6])[CH2:2][CH2:3]1. The yield is 0.380. (3) The reactants are [Br:1][C:2]1[CH:21]=[CH:20][C:5]2[C:6]([CH3:19])=[C:7]([C:9]([C:11]3[CH:16]=[CH:15][C:14]([Cl:17])=[CH:13][C:12]=3[Cl:18])=[O:10])[O:8][C:4]=2[CH:3]=1.[Br:22]N1C(=O)CCC1=O.N(C(C)(C)C#N)=NC(C)(C)C#N. The catalyst is C(Cl)(Cl)(Cl)Cl. The product is [Br:1][C:2]1[CH:21]=[CH:20][C:5]2[C:6]([CH2:19][Br:22])=[C:7]([C:9]([C:11]3[CH:16]=[CH:15][C:14]([Cl:17])=[CH:13][C:12]=3[Cl:18])=[O:10])[O:8][C:4]=2[CH:3]=1. The yield is 0.789.